Dataset: Reaction yield outcomes from USPTO patents with 853,638 reactions. Task: Predict the reaction yield, written as a fraction of the theoretical maximum amount of product (1.0 means a 100% yield; for example, 0.34 means a 34% yield). (1) The reactants are C(NC(C)C)(C)C.C([Li])CCC.[CH3:13][S:14]([C:17]1[CH:22]=[CH:21][C:20]([CH2:23][C:24]([OH:26])=[O:25])=[CH:19][CH:18]=1)(=[O:16])=[O:15].I[CH2:28][CH:29]1[CH2:33][CH2:32][CH2:31][CH2:30]1. The catalyst is O1CCCC1.CN1CCCN(C)C1=O. The product is [CH:29]1([CH2:28][CH:23]([C:20]2[CH:19]=[CH:18][C:17]([S:14]([CH3:13])(=[O:15])=[O:16])=[CH:22][CH:21]=2)[C:24]([OH:26])=[O:25])[CH2:33][CH2:32][CH2:31][CH2:30]1. The yield is 0.520. (2) The reactants are [O:1]([C:8]1[CH:30]=[CH:29][C:11]([O:12][C:13]2[N:21]=[CH:20][C:19]([NH:22][CH:23]3[CH2:28][CH2:27][NH:26][CH2:25][CH2:24]3)=[CH:18][C:14]=2[C:15]([NH2:17])=[O:16])=[CH:10][CH:9]=1)[C:2]1[CH:7]=[CH:6][CH:5]=[CH:4][CH:3]=1.C(N(CC)CC)C.[C:38](Cl)(=[O:41])[CH:39]=[CH2:40]. The catalyst is C(Cl)Cl. The product is [C:38]([N:26]1[CH2:25][CH2:24][CH:23]([NH:22][C:19]2[CH:20]=[N:21][C:13]([O:12][C:11]3[CH:29]=[CH:30][C:8]([O:1][C:2]4[CH:3]=[CH:4][CH:5]=[CH:6][CH:7]=4)=[CH:9][CH:10]=3)=[C:14]([CH:18]=2)[C:15]([NH2:17])=[O:16])[CH2:28][CH2:27]1)(=[O:41])[CH:39]=[CH2:40]. The yield is 0.165.